This data is from Forward reaction prediction with 1.9M reactions from USPTO patents (1976-2016). The task is: Predict the product of the given reaction. (1) Given the reactants [C:1]([O:5][C:6]([N:8]1[CH2:20][C@@H:19]([CH3:21])[N:18]2[C@H:10]([CH2:11][C:12]3[C:17]2=[N:16][C:15]([CH2:22][O:23][CH2:24][CH2:25][O:26]C2CCCCO2)=[CH:14][CH:13]=3)[CH2:9]1)=[O:7])([CH3:4])([CH3:3])[CH3:2].C1(C)C=CC(S(O)(=O)=O)=CC=1, predict the reaction product. The product is: [C:1]([O:5][C:6]([N:8]1[CH2:20][C@@H:19]([CH3:21])[N:18]2[C@H:10]([CH2:11][C:12]3[C:17]2=[N:16][C:15]([CH2:22][O:23][CH2:24][CH2:25][OH:26])=[CH:14][CH:13]=3)[CH2:9]1)=[O:7])([CH3:4])([CH3:3])[CH3:2]. (2) Given the reactants Cl.[CH2:2]1[C:5]2([CH2:10][CH2:9][NH:8][CH2:7][CH2:6]2)[CH2:4][N:3]1[C:11]([O:13][C:14]([CH3:17])([CH3:16])[CH3:15])=[O:12].C([N:20]([CH2:23][CH3:24])[CH2:21][CH3:22])C.[C:25]([OH:28])(=O)[CH3:26].CN([C:32]([O:36]N1N=NC2C=CC=NC1=2)=[N+](C)C)C.F[P-](F)(F)(F)(F)F.Cl[CH2:54]Cl, predict the reaction product. The product is: [CH3:32][O:36][C:22]1[CH:54]=[CH:24][C:23]([CH2:26][C:25]([N:8]2[CH2:7][CH2:6][C:5]3([CH2:4][N:3]([C:11]([O:13][C:14]([CH3:17])([CH3:16])[CH3:15])=[O:12])[CH2:2]3)[CH2:10][CH2:9]2)=[O:28])=[N:20][CH:21]=1. (3) Given the reactants [Cl:1][C:2]1[CH:7]=[CH:6][C:5](Cl)=[CH:4][CH:3]=1.[CH3:9][S-:10].[Na+], predict the reaction product. The product is: [CH3:9][S:10][C:5]1[CH:6]=[CH:7][C:2]([Cl:1])=[CH:3][CH:4]=1. (4) Given the reactants [F:1][C:2]1[CH:3]=[C:4]2[C:8](=[CH:9][C:10]=1[F:11])[NH:7][C:6]([C:12]1[CH:13]=[CH:14][C:15]([O:19][CH3:20])=[C:16]([NH2:18])[CH:17]=1)=[CH:5]2.[C:21](Cl)(Cl)=[S:22], predict the reaction product. The product is: [F:1][C:2]1[CH:3]=[C:4]2[C:8](=[CH:9][C:10]=1[F:11])[NH:7][C:6]([C:12]1[CH:13]=[CH:14][C:15]([O:19][CH3:20])=[C:16]([N:18]=[C:21]=[S:22])[CH:17]=1)=[CH:5]2. (5) Given the reactants Cl.Cl.Cl.Cl.C(NN=C(NCCCC(C)CNC(=NNC(=N)N)[NH:40][C:41]1[CH:46]=[C:45]([C:47](=[O:49])[CH3:48])[CH:44]=[C:43]([C:50](=[O:52])[CH3:51])[CH:42]=1)NC1C=C(C(=NNC(=N)N)C)C=C(C(=NNC(=N)N)C)C=1)(=N)N.[C:59]([C:62]1[CH:63]=[C:64]([CH:66]=[C:67]([C:69](=[O:71])[CH3:70])[CH:68]=1)[NH2:65])(=[O:61])[CH3:60].[CH3:72][CH:73]([CH2:78][CH2:79][CH2:80][N:81]=[C:82]=[O:83])[CH2:74][N:75]=[C:76]=[O:77].COC(C)(C)C, predict the reaction product. The product is: [C:59]([C:62]1[CH:63]=[C:64]([NH:65][C:76]([NH:75][CH2:74][CH:73]([CH3:72])[CH2:78][CH2:79][CH2:80][NH:81][C:82]([NH:40][C:41]2[CH:42]=[C:43]([C:50](=[O:52])[CH3:51])[CH:44]=[C:45]([C:47](=[O:49])[CH3:48])[CH:46]=2)=[O:83])=[O:77])[CH:66]=[C:67]([C:69](=[O:71])[CH3:70])[CH:68]=1)(=[O:61])[CH3:60]. (6) Given the reactants O[C:2]1[C:3](O)=[C:4]([CH:13]=[CH:14][CH:15]=1)[C:5]([C:7]1[CH:12]=[CH:11]C=[CH:9][CH:8]=1)=O.C([O:22][CH3:23])(OC)OC.C(OCC)(=[O:26])C.[CH2:30]([OH:33])[CH2:31][OH:32], predict the reaction product. The product is: [OH:26][C:15]1[CH:2]=[CH:3][C:4]([C:5]2([C:7]3[CH:8]=[CH:9][C:23]([OH:22])=[CH:11][CH:12]=3)[O:33][CH2:30][CH2:31][O:32]2)=[CH:13][CH:14]=1.